Dataset: Catalyst prediction with 721,799 reactions and 888 catalyst types from USPTO. Task: Predict which catalyst facilitates the given reaction. Reactant: [CH3:1][C:2]1[CH:3]=[C:4]([C:11]2[CH:15]=[C:14]([C:16]([O:18][CH2:19][CH3:20])=[O:17])[O:13][N:12]=2)[CH:5]=[CH:6][C:7]=1[N+:8]([O-])=O.[Cl-].[NH4+].O1CCCC1.O. Product: [NH2:8][C:7]1[CH:6]=[CH:5][C:4]([C:11]2[CH:15]=[C:14]([C:16]([O:18][CH2:19][CH3:20])=[O:17])[O:13][N:12]=2)=[CH:3][C:2]=1[CH3:1]. The catalyst class is: 186.